Dataset: Experimentally validated miRNA-target interactions with 360,000+ pairs, plus equal number of negative samples. Task: Binary Classification. Given a miRNA mature sequence and a target amino acid sequence, predict their likelihood of interaction. (1) The miRNA is mmu-miR-1843b-3p with sequence CCGAUCGUUCCCCUCCAUAC. The protein sequence of the target gene is MSELNTKTPPAANQASDPEEKGKPGSIKKAEEEEEIDIDLTAPETEKAALAIQGKFRRFQKRKKDSSS. Result: 0 (no interaction). (2) The miRNA is hsa-miR-7515 with sequence AGAAGGGAAGAUGGUGAC. The protein sequence of the target gene is MAGDRLPRKVMDAKKLASLLRGGPGGPLVIDSRSFVEYNSWHVLSSVNICCSKLVKRRLQQGKVTIAELIQPAARSQVEATEPQDVVVYDQSTRDASVLAADSFLSILLSKLDGCFDSVAILTGGFATFSSCFPGLCEGKPAALLPMSLSQPCLPVPSVGLTRILPHLYLGSQKDVLNKDLMTQNGISYVLNASNSCPKPDFICESRFMRVPINDNYCEKLLPWLDKSIEFIDKAKLSSCQVIVHCLAGISRSATIAIAYIMKTMGMSSDDAYRFVKDRRPSISPNFNFLGQLLEYERSL.... Result: 1 (interaction). (3) The miRNA is hsa-miR-3135b with sequence GGCUGGAGCGAGUGCAGUGGUG. The protein sequence of the target gene is MDHFFIKRKRNSEVKYTEACSSSSVESGIVNSDNIEKNTDSNLQTSTSFEPHFKKKKVSARRYNEDYLKYGFIKCEKPFENDRPQCVICNNILANESLKPSKLKRHLETQHAELIDKPLEYFQRKKKDIKLSTQFLSCSTAVSEKALLSSYLVAYRVAKEKIANTAAEKIILPACLDMVRTIFDDKSADKLKTIPNDNTVSLRICTIAEHLETMLITRLQSGIDFAIQLDESTDIGSCTTLLVYVRYAWQDDFLEDFLCFLNLTSHLSGLDIFTELERRIVGQYKLNWKNCKGITSDGTA.... Result: 0 (no interaction). (4) The miRNA is hsa-miR-500a-5p with sequence UAAUCCUUGCUACCUGGGUGAGA. The protein sequence of the target gene is MADQPKPISPLKNLLAGGFGGVCLVFVGHPLDTVKVRLQTQPPSLPGQPPMYSGTFDCFRKTLFREGITGLYRGMAAPIIGVTPMFAVCFFGFGLGKKLQQKHPEDVLSYPQLFAAGMLSGVFTTGIMTPGERIKCLLQIQASSGESKYTGTLDCAKKLYQEFGIRGIYKGTVLTLMRDVPASGMYFMTYEWLKNIFTPEGKRVSELSAPRILVAGGIAGIFNWAVAIPPDVLKSRFQTAPPGKYPNGFRDVLRELIRDEGVTSLYKGFNAVMIRAFPANAACFLGFEVAMKFLNWATPN.... Result: 1 (interaction). (5) The miRNA is mmu-miR-7681-5p with sequence AUCCUGUCCUUGCCCUCUCU. The protein sequence of the target gene is MGSGRRALSAVPAVLLVLTLPGLPVWAQNDTEPIVLEGKCLVVCDSNPATDSKGSSSSPLGISVRAANSKVAFSAVRSTNHEPSEMSNKTRIIYFDQILVNVGNFFTLESVFVAPRKGIYSFSFHVIKVYQSQTIQVNLMLNGKPVISAFAGDKDVTREAATNGVLLYLDKEDKVYLKLEKGNLVGGWQYSTFSGFLVFPL. Result: 0 (no interaction).